Dataset: Forward reaction prediction with 1.9M reactions from USPTO patents (1976-2016). Task: Predict the product of the given reaction. (1) Given the reactants [CH3:1][Mg]Cl.[I:4][C:5]1[CH:10]=[CH:9][C:8]([CH:11]2[CH:20]([C:21]3[CH:26]=[CH:25][CH:24]=[C:23]([O:27][CH:28]4[CH2:33][CH2:32][CH2:31][CH2:30][O:29]4)[CH:22]=3)[C:19](=[O:34])[C:18]3[C:13](=[CH:14][CH:15]=[C:16]([O:35][CH:36]4[CH2:41][CH2:40][CH2:39][CH2:38][O:37]4)[CH:17]=3)[O:12]2)=[CH:7][CH:6]=1.[NH4+].[Cl-], predict the reaction product. The product is: [I:4][C:5]1[CH:10]=[CH:9][C:8]([CH:11]2[CH:20]([C:21]3[CH:26]=[CH:25][CH:24]=[C:23]([O:27][CH:28]4[CH2:33][CH2:32][CH2:31][CH2:30][O:29]4)[CH:22]=3)[C:19]([CH3:1])([OH:34])[C:18]3[C:13](=[CH:14][CH:15]=[C:16]([O:35][CH:36]4[CH2:41][CH2:40][CH2:39][CH2:38][O:37]4)[CH:17]=3)[O:12]2)=[CH:7][CH:6]=1. (2) The product is: [F:20][C:21]1[CH:27]=[C:26]([F:28])[CH:25]=[CH:24][C:22]=1[NH:23][C:2]1[CH:19]=[CH:18][C:5]2[C:6](=[O:17])[C:7]3[CH:14]=[C:13]([O:15][CH3:16])[CH:12]=[CH:11][C:8]=3[CH2:9][CH2:10][C:4]=2[CH:3]=1. Given the reactants Cl[C:2]1[CH:19]=[CH:18][C:5]2[C:6](=[O:17])[C:7]3[CH:14]=[C:13]([O:15][CH3:16])[CH:12]=[CH:11][C:8]=3[CH2:9][CH2:10][C:4]=2[CH:3]=1.[F:20][C:21]1[CH:27]=[C:26]([F:28])[CH:25]=[CH:24][C:22]=1[NH2:23].C1(P(C2CCCCC2)C2C=CC=CC=2C2C(C(C)C)=CC(C(C)C)=CC=2C(C)C)CCCCC1.C1(C)C=CC=CC=1, predict the reaction product. (3) Given the reactants [CH:1]1([Mg]Br)[CH2:3][CH2:2]1.[Cl:6][C:7]1[CH:8]=[CH:9][C:10]([C:28]([O:30]C)=O)=[C:11]2[C:15]=1[N:14]=[C:13]1[N:16]([C:20]3[C:25]([CH3:26])=[N:24][C:23]([CH3:27])=[CH:22][N:21]=3)[CH2:17][CH2:18][CH2:19][N:12]21.O1[CH2:36][CH2:35][CH2:34]C1, predict the reaction product. The product is: [Cl:6][C:7]1[C:15]2[N:14]=[C:13]3[N:16]([C:20]4[C:25]([CH3:26])=[N:24][C:23]([CH3:27])=[CH:22][N:21]=4)[CH2:17][CH2:18][CH2:19][N:12]3[C:11]=2[C:10]([C:28]([CH:34]2[CH2:35][CH2:36]2)([CH:1]2[CH2:3][CH2:2]2)[OH:30])=[CH:9][CH:8]=1. (4) Given the reactants [NH:1]=[C:2]([C:10]1[CH:11]=[C:12]([CH3:16])[CH:13]=[CH:14][CH:15]=1)[C:3]1[CH:8]=[CH:7][CH:6]=[CH:5][C:4]=1[NH2:9].Cl.[CH2:18]([O:20]C(=O)CN)[CH3:19], predict the reaction product. The product is: [C:12]1([CH3:16])[CH:13]=[CH:14][CH:15]=[C:10]([C:2]2[C:3]3[CH:8]=[CH:7][CH:6]=[CH:5][C:4]=3[NH:9][C:18](=[O:20])[CH2:19][N:1]=2)[CH:11]=1. (5) Given the reactants Cl.[CH3:2][C:3]1([C:17]([O:19]CC)=[O:18])[CH2:8][CH2:7][N:6]([C:9]2[CH2:16][C:12]3([CH2:15][NH:14][CH2:13]3)[O:11][N:10]=2)[CH2:5][CH2:4]1.[Br:22][C:23]1[CH:24]=[C:25]([CH:29]=O)[S:26][C:27]=1[Br:28], predict the reaction product. The product is: [Br:22][C:23]1[CH:24]=[C:25]([CH2:29][N:14]2[CH2:13][C:12]3([CH2:16][C:9]([N:6]4[CH2:5][CH2:4][C:3]([CH3:2])([C:17]([OH:19])=[O:18])[CH2:8][CH2:7]4)=[N:10][O:11]3)[CH2:15]2)[S:26][C:27]=1[Br:28]. (6) Given the reactants F[C:2]1[CH:7]=[CH:6][C:5]([C:8]2[O:9][C:10]3[CH:16]=[CH:15][CH:14]=[CH:13][C:11]=3[N:12]=2)=[CH:4][C:3]=1[N+:17]([O-])=O.C(=O)([O-])[O-].[K+].[K+].[CH2:26]([NH2:29])[CH2:27][CH3:28].[H][H], predict the reaction product. The product is: [CH2:26]([NH:29][C:2]1[CH:7]=[CH:6][C:5]([C:8]2[O:9][C:10]3[CH:16]=[CH:15][CH:14]=[CH:13][C:11]=3[N:12]=2)=[CH:4][C:3]=1[NH2:17])[CH2:27][CH3:28]. (7) Given the reactants Br[C:2]1[CH:15]=[C:14]2[CH2:16][C:11]3[C:12]4[C:13]2=[C:4]([CH2:5][CH2:6][C:7]=4[CH:8]=[C:9](Br)[CH:10]=3)[CH:3]=1.CC(C)([O-])C.[Na+].C(P(C(C)(C)C)C(C)(C)C)(C)(C)C, predict the reaction product. The product is: [CH:3]1[C:4]2[CH2:5][CH2:6][C:7]3[CH:8]=[CH:9][CH:10]=[C:11]4[CH2:16][C:14]([C:13]=2[C:12]=34)=[CH:15][CH:2]=1.